Dataset: Forward reaction prediction with 1.9M reactions from USPTO patents (1976-2016). Task: Predict the product of the given reaction. (1) Given the reactants C([O:3][C:4]([C:6]1[S:7][CH:8]=[C:9]([C:11]2[CH:16]=[CH:15][CH:14]=[CH:13][CH:12]=2)[N:10]=1)=[O:5])C, predict the reaction product. The product is: [C:11]1([C:9]2[N:10]=[C:6]([C:4]([OH:5])=[O:3])[S:7][CH:8]=2)[CH:12]=[CH:13][CH:14]=[CH:15][CH:16]=1. (2) Given the reactants Br[C:2]1[CH:14]=[CH:13][C:12]2[C:11]3[C:6](=[CH:7][C:8]([Br:15])=[CH:9][CH:10]=3)[C:5]([CH3:17])([CH3:16])[C:4]=2[CH:3]=1.[C:18]1(C)[CH:23]=[CH:22][CH:21]=[CH:20][C:19]=1[NH:24][C:25]1[CH:30]=CC=C[C:26]=1C.[CH3:33][C:34]([CH3:37])([O-])[CH3:35].[Na+].[C:39]1(C)C=CC=CC=1, predict the reaction product. The product is: [Br:15][C:8]1[CH:7]=[C:6]2[C:11]([C:12]3[CH:13]=[CH:14][C:2]([N:24]([C:19]4[CH:18]=[CH:23][C:22]([CH3:39])=[CH:21][CH:20]=4)[C:25]4[CH:26]=[CH:35][C:34]([CH3:37])=[CH:33][CH:30]=4)=[CH:3][C:4]=3[C:5]2([CH3:16])[CH3:17])=[CH:10][CH:9]=1. (3) Given the reactants [Cl:1][C:2]1[C:7]([Cl:8])=[CH:6][C:5]([NH:9][CH:10]2[CH2:15][CH2:14][N:13]([CH:16]3[CH2:21][CH2:20][O:19][CH2:18][CH2:17]3)[CH2:12][CH2:11]2)=[C:4]([NH2:22])[CH:3]=1.[C:23](Cl)(Cl)=[O:24].C(N(CC)CC)C, predict the reaction product. The product is: [Cl:1][C:2]1[C:7]([Cl:8])=[CH:6][C:5]2[N:9]([CH:10]3[CH2:15][CH2:14][N:13]([CH:16]4[CH2:17][CH2:18][O:19][CH2:20][CH2:21]4)[CH2:12][CH2:11]3)[C:23](=[O:24])[NH:22][C:4]=2[CH:3]=1. (4) The product is: [C:12]([O:11][C@@H:10]1[C@H:20]([O:21][C:22](=[O:29])[C:23]2[CH:24]=[CH:25][CH:26]=[CH:27][CH:28]=2)[C@@H:30]([CH2:32][O:33][C:34](=[O:41])[C:35]2[CH:40]=[CH:39][CH:38]=[CH:37][CH:36]=2)[O:31][C@H:9]1[N:6]1[C:7](=[O:8])[C:2]2[NH:1][CH:44]=[N:43][C:3]=2[NH:4][C:5]1=[O:42])(=[O:19])[C:13]1[CH:14]=[CH:15][CH:16]=[CH:17][CH:18]=1. Given the reactants [NH2:1][C:2]1[C:7](=[O:8])[N:6]([C@@H:9]2[O:31][C@H:30]([CH2:32][O:33][C:34](=[O:41])[C:35]3[CH:40]=[CH:39][CH:38]=[CH:37][CH:36]=3)[C@@H:20]([O:21][C:22](=[O:29])[C:23]3[CH:28]=[CH:27][CH:26]=[CH:25][CH:24]=3)[C@H:10]2[O:11][C:12](=[O:19])[C:13]2[CH:18]=[CH:17][CH:16]=[CH:15][CH:14]=2)[C:5](=[O:42])[NH:4][C:3]=1[NH2:43].[CH3:44]C1C=CC(S(O)(=O)=O)=CC=1, predict the reaction product. (5) Given the reactants [C:1]([O:5][C:6]([N:8]([CH3:23])[C@H:9]1[CH2:14][CH2:13][C@H:12]([C:15]#[C:16][CH2:17]OS(C)(=O)=O)[CH2:11][CH2:10]1)=[O:7])([CH3:4])([CH3:3])[CH3:2].[CH2:24]([CH2:27][NH2:28])[CH:25]=C.[CH3:29]C(N(C)C)=O, predict the reaction product. The product is: [C:1]([O:5][C:6](=[O:7])[N:8]([C@H:9]1[CH2:14][CH2:13][C@H:12]([C:15]#[C:16][CH2:17][N:28]([CH2:27][CH:24]=[CH2:25])[CH3:29])[CH2:11][CH2:10]1)[CH3:23])([CH3:4])([CH3:3])[CH3:2]. (6) Given the reactants [CH2:1]([O:3][C:4]1[N:8]=[C:7]([CH:9]2[CH2:14][CH:13]([C:15]3[CH:20]=[CH:19][C:18]([CH2:21][C:22]([F:25])([F:24])[F:23])=[C:17]([F:26])[CH:16]=3)[CH2:12][N:11]([C:27]([N:29]3[CH2:34][CH2:33][S:32][CH2:31][CH2:30]3)=[O:28])[CH2:10]2)[O:6][N:5]=1)[CH3:2].ClC1C=CC=C(C(OO)=[O:43])C=1, predict the reaction product. The product is: [CH2:1]([O:3][C:4]1[N:8]=[C:7]([CH:9]2[CH2:14][CH:13]([C:15]3[CH:20]=[CH:19][C:18]([CH2:21][C:22]([F:24])([F:25])[F:23])=[C:17]([F:26])[CH:16]=3)[CH2:12][N:11]([C:27]([N:29]3[CH2:34][CH2:33][S:32](=[O:43])[CH2:31][CH2:30]3)=[O:28])[CH2:10]2)[O:6][N:5]=1)[CH3:2]. (7) Given the reactants [CH:1](=O)[CH3:2].[F:4][C:5]1[CH:6]=[C:7]([NH:13][NH2:14])[CH:8]=[CH:9][C:10]=1[O:11][CH3:12].S([O-])([O-])(=O)=O.[Mg+2], predict the reaction product. The product is: [F:4][C:5]1[CH:6]=[C:7]([NH:13][N:14]=[CH:1][CH3:2])[CH:8]=[CH:9][C:10]=1[O:11][CH3:12]. (8) Given the reactants [CH2:1]([O:3][C:4](=[O:18])[C:5]([CH2:13][PH:14]([CH2:16][OH:17])=[O:15])([O:10][CH2:11][CH3:12])[CH2:6][CH:7]([CH3:9])[CH3:8])[CH3:2].[CH3:19][S:20](Cl)(=[O:22])=[O:21].C(N(CC)CC)C, predict the reaction product. The product is: [CH2:1]([O:3][C:4](=[O:18])[C:5]([CH2:13][PH:14]([CH2:16][O:17][S:20]([CH3:19])(=[O:22])=[O:21])=[O:15])([O:10][CH2:11][CH3:12])[CH2:6][CH:7]([CH3:9])[CH3:8])[CH3:2].